Dataset: Full USPTO retrosynthesis dataset with 1.9M reactions from patents (1976-2016). Task: Predict the reactants needed to synthesize the given product. Given the product [CH2:1]([O:8][C:9]1[CH:14]=[C:13]2[C:12]([CH2:15][CH2:16][NH:17][CH:18]2[CH2:19][C:20]2[CH:25]=[CH:24][C:23]([Cl:26])=[C:22]([Cl:27])[CH:21]=2)=[CH:11][C:10]=1[O:29][CH3:30])[C:2]1[CH:7]=[CH:6][CH:5]=[CH:4][CH:3]=1, predict the reactants needed to synthesize it. The reactants are: [CH2:1]([O:8][C:9]1[CH:14]=[CH:13][C:12]([CH:15]=[CH:16][NH:17][C:18](=O)[CH2:19][C:20]2[CH:25]=[CH:24][C:23]([Cl:26])=[C:22]([Cl:27])[CH:21]=2)=[CH:11][C:10]=1[O:29][CH3:30])[C:2]1[CH:7]=[CH:6][CH:5]=[CH:4][CH:3]=1.O=P(Cl)(Cl)Cl.[BH4-].[Na+].